This data is from Full USPTO retrosynthesis dataset with 1.9M reactions from patents (1976-2016). The task is: Predict the reactants needed to synthesize the given product. (1) Given the product [CH3:1][O:2][C:3]1[CH:12]=[C:11]2[C:6]([CH2:7][C:8]([CH3:13])([CH3:14])[NH:9][CH2:10]2)=[CH:5][C:4]=1[O:15][Si:24]([CH:28]([CH3:30])[CH3:29])([CH:25]([CH3:27])[CH3:26])[CH:21]([CH3:23])[CH3:22], predict the reactants needed to synthesize it. The reactants are: [CH3:1][O:2][C:3]1[CH:12]=[C:11]2[C:6]([CH2:7][C:8]([CH3:14])([CH3:13])[NH:9][CH2:10]2)=[CH:5][C:4]=1[OH:15].N1C=CN=C1.[CH:21]([Si:24](Cl)([CH:28]([CH3:30])[CH3:29])[CH:25]([CH3:27])[CH3:26])([CH3:23])[CH3:22].O. (2) Given the product [F:9][C:10]1[CH:15]=[CH:14][CH:13]=[C:12]([O:16][CH3:17])[C:11]=1[CH:18]1[CH2:19][CH2:20][N:21]([C:2]2[CH:7]=[C:6]([NH:30][NH2:31])[N:5]=[CH:4][N:3]=2)[CH2:22][CH2:23]1, predict the reactants needed to synthesize it. The reactants are: Cl[C:2]1[CH:7]=[C:6](Cl)[N:5]=[CH:4][N:3]=1.[F:9][C:10]1[CH:15]=[CH:14][CH:13]=[C:12]([O:16][CH3:17])[C:11]=1[CH:18]1[CH2:23][CH2:22][NH:21][CH2:20][CH2:19]1.C(=O)([O-])[O-].[K+].[K+].[NH2:30][NH2:31].